This data is from Full USPTO retrosynthesis dataset with 1.9M reactions from patents (1976-2016). The task is: Predict the reactants needed to synthesize the given product. Given the product [Br:3][C:17]1[N:16]=[C:15]2[NH:14][N:13]=[C:12]([C:6]3[CH:11]=[CH:10][CH:9]=[CH:8][CH:7]=3)[C:20]2=[C:19]([C:21]([F:24])([F:23])[F:22])[CH:18]=1, predict the reactants needed to synthesize it. The reactants are: P(Br)(Br)([Br:3])=O.[C:6]1([C:12]2[C:20]3[C:15](=[N:16][C:17](O)=[CH:18][C:19]=3[C:21]([F:24])([F:23])[F:22])[NH:14][N:13]=2)[CH:11]=[CH:10][CH:9]=[CH:8][CH:7]=1.